This data is from Reaction yield outcomes from USPTO patents with 853,638 reactions. The task is: Predict the reaction yield, written as a fraction of the theoretical maximum amount of product (1.0 means a 100% yield; for example, 0.34 means a 34% yield). (1) The reactants are [OH:1][CH2:2][CH2:3][NH:4][C:5]1[CH:6]=[C:7]2[C:11](=[CH:12][CH:13]=1)[C:10](=[C:14]1[C:22]3[C:17](=[CH:18][CH:19]=[CH:20][CH:21]=3)[NH:16][C:15]1=[O:23])[O:9][CH2:8]2.[C:24](OC(=O)C)(=[O:26])[CH3:25].O. The catalyst is C1COCC1.CN(C)C1C=CN=CC=1. The product is [O:23]=[C:15]1[C:14](=[C:10]2[C:11]3[C:7](=[CH:6][C:5]([NH:4][CH2:3][CH2:2][O:1][C:24](=[O:26])[CH3:25])=[CH:13][CH:12]=3)[CH2:8][O:9]2)[C:22]2[C:17](=[CH:18][CH:19]=[CH:20][CH:21]=2)[NH:16]1. The yield is 0.680. (2) The reactants are [BH4-].[Na+].[F:3][C:4]1[CH:25]=[CH:24][C:7]([CH2:8][CH:9]([C:15]([C:17]2[CH:22]=[CH:21][C:20]([F:23])=[CH:19][CH:18]=2)=[O:16])[C:10]([O:12][CH2:13][CH3:14])=[O:11])=[CH:6][CH:5]=1.Cl.O. The catalyst is C(OCC)C.[Cl-].[Zn+2].[Cl-].C(OCC)(=O)C. The product is [F:3][C:4]1[CH:5]=[CH:6][C:7]([CH2:8][CH:9]([CH:15]([C:17]2[CH:18]=[CH:19][C:20]([F:23])=[CH:21][CH:22]=2)[OH:16])[C:10]([O:12][CH2:13][CH3:14])=[O:11])=[CH:24][CH:25]=1. The yield is 0.930.